This data is from Catalyst prediction with 721,799 reactions and 888 catalyst types from USPTO. The task is: Predict which catalyst facilitates the given reaction. (1) Reactant: [CH3:1][S:2](Cl)(=[O:4])=[O:3].CCN(C(C)C)C(C)C.[C:15]([O:19][C:20]([N:22]1[CH2:27][C@@H:26]2[CH2:28][C@H:23]1[CH2:24][NH:25]2)=[O:21])([CH3:18])([CH3:17])[CH3:16]. Product: [C:15]([O:19][C:20]([N:22]1[CH2:27][C@@H:26]2[CH2:28][C@H:23]1[CH2:24][N:25]2[S:2]([CH3:1])(=[O:4])=[O:3])=[O:21])([CH3:18])([CH3:16])[CH3:17]. The catalyst class is: 2. (2) Reactant: [SH:1][C:2]1[CH:3]=[C:4]([CH:8]=[CH:9][CH:10]=1)[C:5]([OH:7])=[O:6].[H-].[Na+].Br[C:14]1[N:19]=[C:18]([CH2:20][O:21][C:22]2[CH:27]=[CH:26][C:25]([C:28](=[O:30])[CH3:29])=[C:24]([OH:31])[C:23]=2[CH2:32][CH2:33][CH3:34])[CH:17]=[CH:16][CH:15]=1.C(OCC)C. Product: [C:28]([C:25]1[CH:26]=[CH:27][C:22]([O:21][CH2:20][C:18]2[N:19]=[C:14]([S:1][C:2]3[CH:3]=[C:4]([CH:8]=[CH:9][CH:10]=3)[C:5]([OH:7])=[O:6])[CH:15]=[CH:16][CH:17]=2)=[C:23]([CH2:32][CH2:33][CH3:34])[C:24]=1[OH:31])(=[O:30])[CH3:29]. The catalyst class is: 9. (3) Reactant: [C:1]([C:3]1[CH:8]=[CH:7][C:6]([N:9]2[C:13]([C:14]3[C:15](=[O:33])[N:16]([CH3:32])[C:17](=[O:31])[N:18]([C:21]4[CH:26]=[CH:25][CH:24]=[C:23]([C:27]([F:30])([F:29])[F:28])[CH:22]=4)[C:19]=3[CH3:20])=[C:12]([S:34]([NH2:37])(=[O:36])=[O:35])[CH:11]=[N:10]2)=[CH:5][CH:4]=1)#[N:2].C(N=[C:41]=[O:42])C.[CH:43](N(C(C)C)CC)(C)[CH3:44].Cl. Product: [C:1]([C:3]1[CH:8]=[CH:7][C:6]([N:9]2[C:13]([C:14]3[C:15](=[O:33])[N:16]([CH3:32])[C:17](=[O:31])[N:18]([C:21]4[CH:26]=[CH:25][CH:24]=[C:23]([C:27]([F:30])([F:29])[F:28])[CH:22]=4)[C:19]=3[CH3:20])=[C:12]([S:34]([NH:37][C:41]([CH2:43][CH3:44])=[O:42])(=[O:36])=[O:35])[CH:11]=[N:10]2)=[CH:5][CH:4]=1)#[N:2]. The catalyst class is: 115. (4) Reactant: [CH2:1]([NH:5][C:6](=[O:45])[C:7](=[CH2:44])[CH2:8][C@H:9]([OH:43])[C@@H:10]([NH:35][C:36]([O:38][C:39]([CH3:42])([CH3:41])[CH3:40])=[O:37])[CH2:11][C@@H:12]([CH:32]([CH3:34])[CH3:33])[CH2:13][C:14]1[CH:19]=[CH:18][C:17]([C:20]([CH3:23])([CH3:22])[CH3:21])=[C:16]([O:24]CC2C=CC=CC=2)[CH:15]=1)[CH2:2][CH2:3][CH3:4].CCN(CC)CC. Product: [CH2:1]([NH:5][C:6](=[O:45])[C@H:7]([CH3:44])[CH2:8][C@H:9]([OH:43])[C@@H:10]([NH:35][C:36]([O:38][C:39]([CH3:40])([CH3:42])[CH3:41])=[O:37])[CH2:11][C@@H:12]([CH:32]([CH3:33])[CH3:34])[CH2:13][C:14]1[CH:19]=[CH:18][C:17]([C:20]([CH3:23])([CH3:22])[CH3:21])=[C:16]([OH:24])[CH:15]=1)[CH2:2][CH2:3][CH3:4]. The catalyst class is: 5. (5) Reactant: [NH:1]1[CH2:5][CH2:4][CH2:3][CH2:2]1.Br[CH2:7][CH2:8][CH2:9][OH:10]. Product: [N:1]1([CH2:7][CH2:8][CH2:9][OH:10])[CH2:5][CH2:4][CH2:3][CH2:2]1. The catalyst class is: 11.